This data is from Peptide-MHC class II binding affinity with 134,281 pairs from IEDB. The task is: Regression. Given a peptide amino acid sequence and an MHC pseudo amino acid sequence, predict their binding affinity value. This is MHC class II binding data. (1) The peptide sequence is LIGLRIVFAVLSIVNRVRQG. The MHC is HLA-DQA10401-DQB10402 with pseudo-sequence HLA-DQA10401-DQB10402. The binding affinity (normalized) is 0.401. (2) The MHC is DRB1_0301 with pseudo-sequence DRB1_0301. The binding affinity (normalized) is 0.00374. The peptide sequence is EIYKRWIILG. (3) The peptide sequence is SFIHNLRLSSSINIK. The MHC is H-2-IAb with pseudo-sequence H-2-IAb. The binding affinity (normalized) is 0.201. (4) The MHC is DRB1_1302 with pseudo-sequence DRB1_1302. The peptide sequence is TLTEALRVIAGTLEV. The binding affinity (normalized) is 0.599.